Dataset: NCI-60 drug combinations with 297,098 pairs across 59 cell lines. Task: Regression. Given two drug SMILES strings and cell line genomic features, predict the synergy score measuring deviation from expected non-interaction effect. (1) Drug 1: CC12CCC(CC1=CCC3C2CCC4(C3CC=C4C5=CN=CC=C5)C)O. Drug 2: CC1=C(C(=CC=C1)Cl)NC(=O)C2=CN=C(S2)NC3=CC(=NC(=N3)C)N4CCN(CC4)CCO. Cell line: MOLT-4. Synergy scores: CSS=16.0, Synergy_ZIP=0.154, Synergy_Bliss=3.16, Synergy_Loewe=-0.116, Synergy_HSA=2.04. (2) Drug 1: CCCS(=O)(=O)NC1=C(C(=C(C=C1)F)C(=O)C2=CNC3=C2C=C(C=N3)C4=CC=C(C=C4)Cl)F. Drug 2: C1CCC(CC1)NC(=O)N(CCCl)N=O. Cell line: EKVX. Synergy scores: CSS=3.93, Synergy_ZIP=-1.99, Synergy_Bliss=3.37, Synergy_Loewe=-0.147, Synergy_HSA=1.46. (3) Drug 1: CCC1=CC2CC(C3=C(CN(C2)C1)C4=CC=CC=C4N3)(C5=C(C=C6C(=C5)C78CCN9C7C(C=CC9)(C(C(C8N6C)(C(=O)OC)O)OC(=O)C)CC)OC)C(=O)OC.C(C(C(=O)O)O)(C(=O)O)O. Drug 2: CCCCCOC(=O)NC1=NC(=O)N(C=C1F)C2C(C(C(O2)C)O)O. Cell line: COLO 205. Synergy scores: CSS=40.1, Synergy_ZIP=0.353, Synergy_Bliss=1.75, Synergy_Loewe=-27.4, Synergy_HSA=1.11. (4) Drug 1: C1CCC(C(C1)N)N.C(=O)(C(=O)[O-])[O-].[Pt+4]. Drug 2: C1C(C(OC1N2C=NC(=NC2=O)N)CO)O. Cell line: MALME-3M. Synergy scores: CSS=11.8, Synergy_ZIP=-5.06, Synergy_Bliss=-5.39, Synergy_Loewe=-5.20, Synergy_HSA=-5.13. (5) Drug 1: CN1C2=C(C=C(C=C2)N(CCCl)CCCl)N=C1CCCC(=O)O.Cl. Drug 2: C1CNP(=O)(OC1)N(CCCl)CCCl. Cell line: A498. Synergy scores: CSS=-3.33, Synergy_ZIP=1.23, Synergy_Bliss=0.545, Synergy_Loewe=-2.12, Synergy_HSA=-2.08. (6) Drug 1: CC1=C(C=C(C=C1)C(=O)NC2=CC(=CC(=C2)C(F)(F)F)N3C=C(N=C3)C)NC4=NC=CC(=N4)C5=CN=CC=C5. Drug 2: C1=NC(=NC(=O)N1C2C(C(C(O2)CO)O)O)N. Cell line: SNB-75. Synergy scores: CSS=0.965, Synergy_ZIP=-0.919, Synergy_Bliss=-1.16, Synergy_Loewe=-4.16, Synergy_HSA=-3.01. (7) Drug 1: COC1=C(C=C2C(=C1)N=CN=C2NC3=CC(=C(C=C3)F)Cl)OCCCN4CCOCC4. Drug 2: C1=CN(C=N1)CC(O)(P(=O)(O)O)P(=O)(O)O. Cell line: HT29. Synergy scores: CSS=9.91, Synergy_ZIP=-4.15, Synergy_Bliss=-8.94, Synergy_Loewe=-17.8, Synergy_HSA=-9.91. (8) Drug 1: C1=NC2=C(N=C(N=C2N1C3C(C(C(O3)CO)O)F)Cl)N. Drug 2: C1=CN(C=N1)CC(O)(P(=O)(O)O)P(=O)(O)O. Cell line: LOX IMVI. Synergy scores: CSS=-2.10, Synergy_ZIP=3.22, Synergy_Bliss=4.60, Synergy_Loewe=-1.00, Synergy_HSA=-0.772.